Dataset: Reaction yield outcomes from USPTO patents with 853,638 reactions. Task: Predict the reaction yield, written as a fraction of the theoretical maximum amount of product (1.0 means a 100% yield; for example, 0.34 means a 34% yield). (1) The reactants are [NH2:1][C:2]1[CH:3]=[C:4]2[C:8](=[CH:9][CH:10]=1)[CH2:7][CH2:6][CH2:5]2.[N:11]1(S(O)(=O)=O)[CH2:15][CH2:14][N:13]=[CH:12]1. The catalyst is C(O)C(C)C.ClCCl. The product is [CH2:7]1[C:8]2[C:4](=[CH:3][C:2]([NH:1][C:12]3[NH:13][CH2:14][CH2:15][N:11]=3)=[CH:10][CH:9]=2)[CH2:5][CH2:6]1. The yield is 0.730. (2) The reactants are [CH2:1]([CH:3]([CH2:6][CH2:7][CH2:8][CH3:9])[CH2:4][OH:5])[CH3:2].[OH:10]O.O. The catalyst is C(Cl)Cl.[Br-].C([N+](CCCC)(CCCC)CCCC)CCC. The product is [CH2:1]([CH:3]([CH2:6][CH2:7][CH2:8][CH3:9])[C:4]([OH:10])=[O:5])[CH3:2]. The yield is 0.650. (3) The reactants are [C:1]([C:5]1[O:9][N:8]=[C:7]([NH:10][C:11]([NH:13][C:14]2[CH:19]=[CH:18][CH:17]=[C:16]([O:20][C:21]3[C:30]4[C:25](=[CH:26][C:27]([O:35][CH3:36])=[C:28]([O:31][CH2:32][CH2:33]Cl)[CH:29]=4)[N:24]=[CH:23][N:22]=3)[CH:15]=2)=[O:12])[CH:6]=1)([CH3:4])([CH3:3])[CH3:2].[NH:37]1[CH2:42][CH2:41][O:40][CH2:39][CH2:38]1. No catalyst specified. The product is [C:1]([C:5]1[O:9][N:8]=[C:7]([NH:10][C:11]([NH:13][C:14]2[CH:19]=[CH:18][CH:17]=[C:16]([O:20][C:21]3[C:30]4[C:25](=[CH:26][C:27]([O:35][CH3:36])=[C:28]([O:31][CH2:32][CH2:33][N:37]5[CH2:42][CH2:41][O:40][CH2:39][CH2:38]5)[CH:29]=4)[N:24]=[CH:23][N:22]=3)[CH:15]=2)=[O:12])[CH:6]=1)([CH3:4])([CH3:3])[CH3:2]. The yield is 0.130. (4) The reactants are [Br:1][C:2]1[CH:9]=[C:8]([O:10][CH3:11])[C:5]([CH:6]=O)=[C:4](F)[CH:3]=1.O.[NH2:14][NH2:15]. The product is [Br:1][C:2]1[CH:3]=[C:4]2[C:5]([CH:6]=[N:14][NH:15]2)=[C:8]([O:10][CH3:11])[CH:9]=1. The yield is 0.830. The catalyst is C(O)CO.O. (5) The reactants are Br[CH2:2][C:3]1[C:13]([Cl:14])=[N:12][CH:11]=[CH:10][C:4]=1[C:5]([O:7]CC)=O.Cl.[CH3:16][C:17]1[C:22]([O:23][CH2:24][C:25]([F:28])([F:27])[F:26])=[CH:21][N:20]=[C:19]([CH2:29][NH2:30])[CH:18]=1. No catalyst specified. The product is [Cl:14][C:13]1[C:3]2[CH2:2][N:30]([CH2:29][C:19]3[CH:18]=[C:17]([CH3:16])[C:22]([O:23][CH2:24][C:25]([F:28])([F:26])[F:27])=[CH:21][N:20]=3)[C:5](=[O:7])[C:4]=2[CH:10]=[CH:11][N:12]=1. The yield is 0.220. (6) The catalyst is CS(C)=O. The yield is 0.710. The product is [CH2:21]([O:23][C:24](=[O:33])[C:25]([CH3:31])([CH3:32])[CH2:26][CH2:27][CH2:28][CH2:29][O:20][C:4]1[CH:3]=[C:2]([CH3:1])[C:7]([N:8]=[N:9][C:10]2[CH:11]=[CH:12][C:13]([N+:16]([O-:18])=[O:17])=[CH:14][CH:15]=2)=[C:6]([CH3:19])[CH:5]=1)[CH3:22]. The reactants are [CH3:1][C:2]1[CH:3]=[C:4]([OH:20])[CH:5]=[C:6]([CH3:19])[C:7]=1[N:8]=[N:9][C:10]1[CH:15]=[CH:14][C:13]([N+:16]([O-:18])=[O:17])=[CH:12][CH:11]=1.[CH2:21]([O:23][C:24](=[O:33])[C:25]([CH3:32])([CH3:31])[CH2:26][CH2:27][CH2:28][CH2:29]Br)[CH3:22].C([O-])([O-])=O.[K+].[K+].O. (7) The reactants are [CH:1]1([C:6]([O:8][CH2:9][CH2:10][CH2:11][CH3:12])=[O:7])[CH2:5][CH2:4][CH2:3][CH2:2]1.[Br:13][CH2:14][CH2:15][CH2:16][CH2:17]Br.[Li+].CC([N-]C(C)C)C. The catalyst is C1COCC1. The product is [Br:13][CH2:14][CH2:15][CH2:16][CH2:17][C:1]1([C:6]([O:8][CH2:9][CH2:10][CH2:11][CH3:12])=[O:7])[CH2:5][CH2:4][CH2:3][CH2:2]1. The yield is 0.490.